This data is from Reaction yield outcomes from USPTO patents with 853,638 reactions. The task is: Predict the reaction yield, written as a fraction of the theoretical maximum amount of product (1.0 means a 100% yield; for example, 0.34 means a 34% yield). (1) The reactants are C(OC(=O)[NH:7][CH:8]([CH:37]1[CH2:42][CH2:41][CH2:40][CH2:39][CH2:38]1)[C:9]([N:11]1[CH2:15][CH2:14][CH2:13][CH:12]1[CH2:16][C:17]1[C:25]2[C:20](=[CH:21][C:22]([F:26])=[CH:23][CH:24]=2)[N:19]([CH2:27][CH2:28][O:29][CH2:30][CH2:31][O:32][CH2:33][CH2:34][O:35][CH3:36])[CH:18]=1)=[O:10])(C)(C)C.C(O)(C(F)(F)F)=O. The catalyst is C(Cl)Cl. The product is [NH2:7][CH:8]([CH:37]1[CH2:42][CH2:41][CH2:40][CH2:39][CH2:38]1)[C:9]([N:11]1[CH2:15][CH2:14][CH2:13][CH:12]1[CH2:16][C:17]1[C:25]2[C:20](=[CH:21][C:22]([F:26])=[CH:23][CH:24]=2)[N:19]([CH2:27][CH2:28][O:29][CH2:30][CH2:31][O:32][CH2:33][CH2:34][O:35][CH3:36])[CH:18]=1)=[O:10]. The yield is 1.00. (2) The product is [CH3:28][NH:26][C:25]([C:4]1[C:5]([C:7]2[CH:8]=[C:9]([C:18]([CH3:19])([CH3:20])[CH3:21])[C:10]([OH:17])=[C:11]([C:13]([CH3:16])([CH3:15])[CH3:14])[CH:12]=2)=[N:39][C:38]([N:37]([CH3:41])[CH3:36])=[N:40][CH:3]=1)=[O:29]. The catalyst is C(O)(C)(C)C.O.C(OCC)(=O)C.C1(C)C=CC=CC=1. The yield is 0.450. The reactants are CO[C:3](=O)[CH2:4][C:5]([C:7]1[CH:12]=[C:11]([C:13]([CH3:16])([CH3:15])[CH3:14])[C:10]([OH:17])=[C:9]([C:18]([CH3:21])([CH3:20])[CH3:19])[CH:8]=1)=O.CO[CH:25]([O:29]C)[N:26]([CH3:28])C.S(O)(O)(=O)=O.[CH3:36][N:37]([CH3:41])[C:38]([NH2:40])=[NH:39].CC(C)([O-])C.[K+]. (3) The reactants are [F:1][C:2]1[CH:3]=[C:4]([CH:8]=[CH:9][C:10]=1[N+:11]([O-:13])=[O:12])[C:5]([OH:7])=[O:6].[C:14](O)([CH3:17])([CH3:16])[CH3:15].Cl.C(N=C=NCCCN(C)C)C.C(=O)([O-])O.[Na+]. The catalyst is C(Cl)Cl.CN(C)C1C=CN=CC=1. The product is [F:1][C:2]1[CH:3]=[C:4]([CH:8]=[CH:9][C:10]=1[N+:11]([O-:13])=[O:12])[C:5]([O:7][C:14]([CH3:17])([CH3:16])[CH3:15])=[O:6]. The yield is 0.750. (4) The reactants are [F-].C([N+](CCCC)(CCCC)CCCC)CCC.[O:19]1[CH:23]=[CH:22][C:21]([C:24]2[CH:31]=[CH:30][CH:29]=[CH:28][C:25]=2[CH:26]=[O:27])=[CH:20]1.[F:32][C:33]([Si](C)(C)C)([F:35])[F:34].Cl. The catalyst is C1COCC1. The product is [F:32][C:33]([F:35])([F:34])[CH:26]([C:25]1[CH:28]=[CH:29][CH:30]=[CH:31][C:24]=1[C:21]1[CH:22]=[CH:23][O:19][CH:20]=1)[OH:27]. The yield is 0.900. (5) The reactants are COC1C=CC(C(C2C=CC(OC)=CC=2)[O:10][CH:11](C2C=CC=CC=2)[CH:12]2[CH2:16][CH:15]([OH:17])[CH2:14][N:13]2C(=O)CCCCC[N:24]2[C:32](=[O:33])[C:31]3[C:26](=[CH:27][CH:28]=[CH:29][CH:30]=3)[C:25]2=[O:34])=CC=1.C1(C)C=CC=CC=1.C(CC[O:61][P:62]([N:70](C(C)C)C(C)C)N(C(C)C)C(C)C)#N.C(OCC)(=[O:79])C. The catalyst is ClCCl.CCCCCC. The product is [OH:17][CH:15]1[CH2:14][NH:13][C@H:12]([CH2:11][OH:10])[CH2:16]1.[P:62]([NH2:70])([O-:61])[O:79][N:24]1[C:32](=[O:33])[C:31]2=[CH:30][CH:29]=[CH:28][CH:27]=[C:26]2[C:25]1=[O:34]. The yield is 0.890. (6) The reactants are [OH:1][C@H:2]1[CH2:7][CH2:6][C@H:5]([CH2:8][NH:9][C:10](=[O:19])[O:11][CH2:12][C:13]2[CH:18]=[CH:17][CH:16]=[CH:15][CH:14]=2)[CH2:4][CH2:3]1.[N+:20]([C:23]1[CH:30]=[CH:29][CH:28]=[C:27]([N+]([O-])=O)[C:24]=1[C:25]#[N:26])([O-:22])=[O:21]. No catalyst specified. The product is [C:25]([C:24]1[C:23]([N+:20]([O-:22])=[O:21])=[CH:30][CH:29]=[CH:28][C:27]=1[O:1][C@H:2]1[CH2:7][CH2:6][C@H:5]([CH2:8][NH:9][C:10](=[O:19])[O:11][CH2:12][C:13]2[CH:14]=[CH:15][CH:16]=[CH:17][CH:18]=2)[CH2:4][CH2:3]1)#[N:26]. The yield is 0.990. (7) The reactants are [C:1]([N:8]1[CH2:13][CH2:12][CH2:11][CH2:10][C:9]1=O)([O:3][C:4]([CH3:7])([CH3:6])[CH3:5])=[O:2].[CH2:15]([NH2:22])[C:16]1[CH:21]=[CH:20][CH:19]=[CH:18][CH:17]=1.C(O)(=O)C.C(O[BH-](OC(=O)C)OC(=O)C)(=O)C.[Na+]. The catalyst is C1COCC1. The product is [C:4]([O:3][C:1]([N:8]1[CH2:13][CH2:12][CH:11]([NH:22][CH2:15][C:16]2[CH:21]=[CH:20][CH:19]=[CH:18][CH:17]=2)[CH2:10][CH2:9]1)=[O:2])([CH3:7])([CH3:6])[CH3:5]. The yield is 0.980. (8) The reactants are [NH2:1][CH2:2][CH2:3][O:4][C:5]1[CH:10]=[CH:9][C:8]([NH:11][C:12](=[O:21])[C:13]2[CH:18]=[CH:17][CH:16]=[C:15]([O:19][CH3:20])[CH:14]=2)=[CH:7][C:6]=1[C:22]1[N:26]([CH3:27])[N:25]=[CH:24][CH:23]=1.C([NH:35][C:36](NC(OC(C)(C)C)=O)=[N:37]S(C(F)(F)F)(=O)=O)(OC(C)(C)C)=O.C(N(CC)CC)C.C(O)(C(F)(F)F)=O. The catalyst is C(Cl)Cl. The product is [NH:1]([CH2:2][CH2:3][O:4][C:5]1[CH:10]=[CH:9][C:8]([NH:11][C:12](=[O:21])[C:13]2[CH:18]=[CH:17][CH:16]=[C:15]([O:19][CH3:20])[CH:14]=2)=[CH:7][C:6]=1[C:22]1[N:26]([CH3:27])[N:25]=[CH:24][CH:23]=1)[C:36]([NH2:37])=[NH:35]. The yield is 0.494. (9) The reactants are [Cl:1][C:2]1[CH:7]=[CH:6][CH:5]=[C:4]([F:8])[C:3]=1[C:9]#[C:10][Si](C)(C)C.C(=O)([O-])[O-].[K+].[K+]. The catalyst is CO.ClCCl.O. The product is [Cl:1][C:2]1[CH:7]=[CH:6][CH:5]=[C:4]([F:8])[C:3]=1[C:9]#[CH:10]. The yield is 0.850. (10) The product is [C:8]1([C:18]2[CH:23]=[CH:22][CH:21]=[CH:20][CH:19]=2)[CH:13]=[CH:12][C:11]([S:14]([O:3][CH2:2][C:1]([O:5][CH2:6][CH3:7])=[O:4])(=[O:16])=[O:15])=[CH:10][CH:9]=1. The reactants are [C:1]([O:5][CH2:6][CH3:7])(=[O:4])[CH2:2][OH:3].[C:8]1([C:18]2[CH:23]=[CH:22][CH:21]=[CH:20][CH:19]=2)[CH:13]=[CH:12][C:11]([S:14](Cl)(=[O:16])=[O:15])=[CH:10][CH:9]=1.C(N(CC)CC)C.O. The yield is 0.830. The catalyst is C(OCC)C.